Dataset: Reaction yield outcomes from USPTO patents with 853,638 reactions. Task: Predict the reaction yield, written as a fraction of the theoretical maximum amount of product (1.0 means a 100% yield; for example, 0.34 means a 34% yield). (1) The reactants are Br[C:2]1[CH:3]=[C:4]([CH:7]=[CH:8][CH:9]=1)[C:5]#[N:6].[CH3:10][O:11][C:12](=[O:24])[CH2:13][CH2:14][C:15]1[CH:20]=[CH:19][C:18]([OH:21])=[CH:17][C:16]=1[CH2:22][CH3:23].C(=O)([O-])[O-].[Cs+].[Cs+].CC(C)(C(=O)CC(=O)C(C)(C)C)C. The catalyst is CN1C(=O)CCC1.[Cu]Cl. The product is [CH3:10][O:11][C:12](=[O:24])[CH2:13][CH2:14][C:15]1[CH:20]=[CH:19][C:18]([O:21][C:2]2[CH:9]=[CH:8][CH:7]=[C:4]([C:5]#[N:6])[CH:3]=2)=[CH:17][C:16]=1[CH2:22][CH3:23]. The yield is 0.500. (2) The product is [Cl:30][C:26]1[N:25]=[C:24]([NH:1][C:2]2[NH:3][N:4]=[C:5]([CH:7]3[CH2:9][CH2:8]3)[CH:6]=2)[C:23]2[C:28](=[CH:29][C:20]([F:19])=[CH:21][CH:22]=2)[N:27]=1. The catalyst is CCO. The reactants are [NH2:1][C:2]1[CH:6]=[C:5]([CH:7]2[CH2:9][CH2:8]2)[NH:4][N:3]=1.C(N(C(C)C)CC)(C)C.[F:19][C:20]1[CH:29]=[C:28]2[C:23]([C:24](Cl)=[N:25][C:26]([Cl:30])=[N:27]2)=[CH:22][CH:21]=1. The yield is 0.650.